From a dataset of Full USPTO retrosynthesis dataset with 1.9M reactions from patents (1976-2016). Predict the reactants needed to synthesize the given product. (1) Given the product [NH2:36][C:29]1[C:28](=[O:27])[NH:8][C:7]2[N:6]=[C:5]([S:9][CH2:10][C:11]3[CH:16]=[CH:15][CH:14]=[C:13]([F:17])[C:12]=3[F:18])[N:4]=[C:3]([NH:19][C@H:20]([CH3:23])[CH2:21][OH:22])[C:2]=2[N:1]=1, predict the reactants needed to synthesize it. The reactants are: [NH2:1][C:2]1[C:3]([NH:19][C@H:20]([CH3:23])[CH2:21][OH:22])=[N:4][C:5]([S:9][CH2:10][C:11]2[CH:16]=[CH:15][CH:14]=[C:13]([F:17])[C:12]=2[F:18])=[N:6][C:7]=1[NH2:8].Cl.N=C[O:27][CH2:28][C:29](OC)=O.C([N:36](CC)C(C)C)(C)C. (2) Given the product [CH2:19]([C:3]([C:4]1[CH:9]=[CH:8][C:7]([CH:26]=[O:27])=[C:6]([OH:10])[CH:5]=1)=[CH:12][CH3:13])[CH3:20], predict the reactants needed to synthesize it. The reactants are: CO[C:3](=O)[C:4]1[CH:9]=[CH:8][CH:7]=[C:6]([OH:10])[CH:5]=1.[CH3:12][CH2:13][Mg+].[Br-].[Mg+2].[Cl-].[Cl-].[CH3:19][CH2:20]N(CC)CC.[CH2:26]=[O:27]. (3) Given the product [F:10][C:11]1[CH:12]=[C:13]([N+:6]([O-:9])=[O:7])[C:14]([OH:17])=[N:15][CH:16]=1, predict the reactants needed to synthesize it. The reactants are: S(=O)(=O)(O)O.[N+:6]([O-:9])(O)=[O:7].[F:10][C:11]1[CH:12]=[CH:13][C:14]([OH:17])=[N:15][CH:16]=1. (4) Given the product [N:34]1([S:20]([C:16]2[CH:15]=[C:14]([C:10]3[N:9]=[C:8]([C:6]4[CH:5]=[C:4]([C:24]5[CH:25]=[CH:26][C:27]([C:30]([F:33])([F:31])[F:32])=[CH:28][CH:29]=5)[CH:3]=[C:2]([CH3:1])[N:7]=4)[CH:13]=[CH:12][CH:11]=3)[CH:19]=[CH:18][CH:17]=2)(=[O:21])=[O:22])[CH2:37][CH2:36][CH2:35]1, predict the reactants needed to synthesize it. The reactants are: [CH3:1][C:2]1[N:7]=[C:6]([C:8]2[CH:13]=[CH:12][CH:11]=[C:10]([C:14]3[CH:15]=[C:16]([S:20](Cl)(=[O:22])=[O:21])[CH:17]=[CH:18][CH:19]=3)[N:9]=2)[CH:5]=[C:4]([C:24]2[CH:29]=[CH:28][C:27]([C:30]([F:33])([F:32])[F:31])=[CH:26][CH:25]=2)[CH:3]=1.[NH:34]1[CH2:37][CH2:36][CH2:35]1. (5) Given the product [ClH:26].[F:24][C:21]1[CH:22]=[CH:23][C:11]2[N:10]=[C:9]([CH2:8][NH2:7])[N:13]([C:14]3[CH:19]=[CH:18][CH:17]=[CH:16][CH:15]=3)[C:12]=2[CH:20]=1, predict the reactants needed to synthesize it. The reactants are: C(OC(=O)[NH:7][CH2:8][C:9]1[N:13]([C:14]2[CH:19]=[CH:18][CH:17]=[CH:16][CH:15]=2)[C:12]2[CH:20]=[C:21]([F:24])[CH:22]=[CH:23][C:11]=2[N:10]=1)(C)(C)C.[ClH:26]. (6) Given the product [C:1]1([CH3:11])[CH:6]=[CH:5][C:4]([S:7]([OH:24])(=[O:9])=[O:8])=[CH:3][CH:2]=1, predict the reactants needed to synthesize it. The reactants are: [C:1]1([CH3:11])[CH:6]=[CH:5][C:4]([S:7](Cl)(=[O:9])=[O:8])=[CH:3][CH:2]=1.C(C1C=CC=C(CC=C)C=1[OH:24])C=C.C1(O)C=CC=CC=1.C(N(CC)CC)C. (7) Given the product [Br:37][C:38]1[CH:43]=[CH:42][C:41]([O:30][CH2:29][CH2:28][C:26]2[CH:25]=[N:24][C:23]3[N:17]([CH2:15][CH3:16])[C:18]4[N:36]=[CH:35][CH:34]=[CH:33][C:19]=4[N:20]([CH3:32])[C:21](=[O:31])[C:22]=3[CH:27]=2)=[C:40]([CH3:45])[CH:39]=1, predict the reactants needed to synthesize it. The reactants are: CC(OC(/N=N/C(OC(C)C)=O)=O)C.[CH2:15]([N:17]1[C:23]2[N:24]=[CH:25][C:26]([CH2:28][CH2:29][OH:30])=[CH:27][C:22]=2[C:21](=[O:31])[N:20]([CH3:32])[C:19]2[CH:33]=[CH:34][CH:35]=[N:36][C:18]1=2)[CH3:16].[Br:37][C:38]1[CH:43]=[CH:42][C:41](O)=[C:40]([CH3:45])[CH:39]=1.C1C=CC(P(C2C=CC=CC=2)C2C=CC=CC=2)=CC=1. (8) Given the product [F:15][C:16]1[CH:17]=[C:18]([CH:21]=[CH:22][C:23]=1[F:24])[CH2:19][N:20]1[CH:5]=[N:4][N:3]=[C:2]1[C:6]1[CH:14]=[CH:13][C:9]2[NH:10][CH:11]=[N:12][C:8]=2[CH:7]=1, predict the reactants needed to synthesize it. The reactants are: O1[CH:5]=[N:4][N:3]=[C:2]1[C:6]1[CH:14]=[CH:13][C:9]2[N:10]=[CH:11][NH:12][C:8]=2[CH:7]=1.[F:15][C:16]1[CH:17]=[C:18]([CH:21]=[CH:22][C:23]=1[F:24])[CH2:19][NH2:20]. (9) Given the product [CH:13]1([C:2]2[N:7]=[C:6]([C:8]([O:10][CH2:11][CH3:12])=[O:9])[CH:5]=[CH:4][CH:3]=2)[CH2:15][CH2:14]1, predict the reactants needed to synthesize it. The reactants are: Br[C:2]1[N:7]=[C:6]([C:8]([O:10][CH2:11][CH3:12])=[O:9])[CH:5]=[CH:4][CH:3]=1.[CH:13]1(B(O)O)[CH2:15][CH2:14]1.[O-]P([O-])([O-])=O.[K+].[K+].[K+].